From a dataset of Forward reaction prediction with 1.9M reactions from USPTO patents (1976-2016). Predict the product of the given reaction. The product is: [CH3:16][O:17][C:18]1[CH:27]=[C:26]2[C:21]([N:22]=[CH:23][C:24]([S:28][CH2:29][CH2:30][N:31]3[CH2:32][CH2:33][CH:34]([NH:37][C:13]([C:12]4[C:2]([Cl:1])=[CH:3][C:4]5[S:9][CH2:8][C:7](=[O:10])[NH:6][C:5]=5[CH:11]=4)=[O:15])[CH2:35][CH2:36]3)=[N:25]2)=[CH:20][CH:19]=1. Given the reactants [Cl:1][C:2]1[C:12]([C:13]([OH:15])=O)=[CH:11][C:5]2[NH:6][C:7](=[O:10])[CH2:8][S:9][C:4]=2[CH:3]=1.[CH3:16][O:17][C:18]1[CH:27]=[C:26]2[C:21]([N:22]=[CH:23][C:24]([S:28][CH2:29][CH2:30][N:31]3[CH2:36][CH2:35][CH:34]([NH2:37])[CH2:33][CH2:32]3)=[N:25]2)=[CH:20][CH:19]=1, predict the reaction product.